Predict the reaction yield, written as a fraction of the theoretical maximum amount of product (1.0 means a 100% yield; for example, 0.34 means a 34% yield). From a dataset of Reaction yield outcomes from USPTO patents with 853,638 reactions. (1) The reactants are [F:1][C:2]1[CH:7]=[C:6]([OH:8])[CH:5]=[C:4]([F:9])[C:3]=1[C:10]1[N:15]=[C:14]([C:16]([O:18][CH3:19])=[O:17])[CH:13]=[CH:12][C:11]=1[F:20].O[CH:22]1[CH2:27][CH2:26][N:25]([C:28]([O:30][C:31]([CH3:34])([CH3:33])[CH3:32])=[O:29])[CH2:24][CH2:23]1.C1(P(C2C=CC=CC=2)C2C=CC=CC=2)C=CC=CC=1.CC(OC(/N=N/C(OC(C)C)=O)=O)C. The catalyst is C1COCC1. The product is [C:31]([O:30][C:28]([N:25]1[CH2:26][CH2:27][CH:22]([O:8][C:6]2[CH:5]=[C:4]([F:9])[C:3]([C:10]3[N:15]=[C:14]([C:16]([O:18][CH3:19])=[O:17])[CH:13]=[CH:12][C:11]=3[F:20])=[C:2]([F:1])[CH:7]=2)[CH2:23][CH2:24]1)=[O:29])([CH3:34])([CH3:32])[CH3:33]. The yield is 1.00. (2) The reactants are [NH2:1][C:2]1[N:10]=[CH:9][N:8]=[C:7]2[C:3]=1[NH:4][C:5](=[O:26])[N:6]2[C:11]1[CH:12]=[C:13]([N:17]([CH3:25])[C:18](=[O:24])[O:19][C:20]([CH3:23])([CH3:22])[CH3:21])[CH:14]=[CH:15][CH:16]=1.[CH3:27][O:28][C:29]([C:31]1[CH:36]=[CH:35][C:34](B(O)O)=[CH:33][CH:32]=1)=[O:30].C(N(CC)CC)C. The catalyst is CN(C=O)C.CC([O-])=O.CC([O-])=O.[Cu+2]. The product is [NH2:1][C:2]1[N:10]=[CH:9][N:8]=[C:7]2[C:3]=1[N:4]([C:34]1[CH:35]=[CH:36][C:31]([C:29]([O:28][CH3:27])=[O:30])=[CH:32][CH:33]=1)[C:5](=[O:26])[N:6]2[C:11]1[CH:16]=[CH:15][CH:14]=[C:13]([N:17]([C:18]([O:19][C:20]([CH3:22])([CH3:23])[CH3:21])=[O:24])[CH3:25])[CH:12]=1. The yield is 0.490. (3) The reactants are [C:1]([C:3]([CH3:11])([CH3:10])[CH:4]([OH:9])[CH2:5][C:6]([OH:8])=[O:7])#[N:2].[C:12](=O)([O-])[O-].[K+].[K+].S(OC)(OC)(=O)=O.Cl. The catalyst is CN(C=O)C.C1(C)C=CC=CC=1. The product is [C:1]([C:3]([CH3:11])([CH3:10])[CH:4]([OH:9])[CH2:5][C:6]([O:8][CH3:12])=[O:7])#[N:2]. The yield is 0.850. (4) The reactants are [H-].[H-].[H-].[H-].[Li+].[Al+3].C([O:9][C:10]([C:12]1[S:13][CH:14]=[C:15]([C:17]2[CH:22]=[CH:21][C:20]([C:23]([F:26])([F:25])[F:24])=[CH:19][CH:18]=2)[N:16]=1)=O)C. The catalyst is C1COCC1. The product is [F:26][C:23]([F:24])([F:25])[C:20]1[CH:19]=[CH:18][C:17]([C:15]2[N:16]=[C:12]([CH2:10][OH:9])[S:13][CH:14]=2)=[CH:22][CH:21]=1. The yield is 0.700. (5) The yield is 0.450. The reactants are C([S:4][CH2:5][CH2:6][C:7]1[CH:12]=[CH:11][C:10]([C:13]([O:15]C)=[O:14])=[CH:9][C:8]=1[C:17]([O:19]C)=[O:18])(=O)C.[OH-].[Na+]. The catalyst is C1COCC1.O. The product is [SH:4][CH2:5][CH2:6][C:7]1[CH:12]=[CH:11][C:10]([C:13]([OH:15])=[O:14])=[CH:9][C:8]=1[C:17]([OH:19])=[O:18].